From a dataset of Forward reaction prediction with 1.9M reactions from USPTO patents (1976-2016). Predict the product of the given reaction. Given the reactants [Br-].C(O[P+](OCC)(OCC)[CH2:6][C:7]1[CH:12]=[CH:11][C:10]([C:13]([F:16])([F:15])[F:14])=[CH:9][CH:8]=1)C.C1OCCOCCOCCOCCOC1.[H-].[Na+].[C:40]([N:47]1[CH2:52][CH2:51][C:50](=O)[CH2:49][CH2:48]1)([O:42][C:43]([CH3:46])([CH3:45])[CH3:44])=[O:41], predict the reaction product. The product is: [F:16][C:13]([F:14])([F:15])[C:10]1[CH:9]=[CH:8][C:7]([CH:6]=[C:50]2[CH2:51][CH2:52][N:47]([C:40]([O:42][C:43]([CH3:46])([CH3:45])[CH3:44])=[O:41])[CH2:48][CH2:49]2)=[CH:12][CH:11]=1.